From a dataset of Reaction yield outcomes from USPTO patents with 853,638 reactions. Predict the reaction yield, written as a fraction of the theoretical maximum amount of product (1.0 means a 100% yield; for example, 0.34 means a 34% yield). The reactants are Cl[C:2]1[N:7]=[CH:6][C:5]([C:8]([OH:11])([CH3:10])[CH3:9])=[CH:4][N:3]=1.[OH:12][C:13]([CH3:46])([CH3:45])[CH2:14][C@@:15]1([C:39]2[CH:44]=[CH:43][CH:42]=[CH:41][CH:40]=2)[O:20][C:19](=[O:21])[N:18]([C@H:22]([C:24]2[CH:29]=[CH:28][C:27](B3OC(C)(C)C(C)(C)O3)=[CH:26][CH:25]=2)[CH3:23])[CH2:17][CH2:16]1.C([O-])(O)=O.[Na+]. The catalyst is COCCOC.CCO.C1C=CC([P]([Pd]([P](C2C=CC=CC=2)(C2C=CC=CC=2)C2C=CC=CC=2)([P](C2C=CC=CC=2)(C2C=CC=CC=2)C2C=CC=CC=2)[P](C2C=CC=CC=2)(C2C=CC=CC=2)C2C=CC=CC=2)(C2C=CC=CC=2)C2C=CC=CC=2)=CC=1. The product is [OH:12][C:13]([CH3:45])([CH3:46])[CH2:14][C@@:15]1([C:39]2[CH:44]=[CH:43][CH:42]=[CH:41][CH:40]=2)[O:20][C:19](=[O:21])[N:18]([C@H:22]([C:24]2[CH:25]=[CH:26][C:27]([C:2]3[N:7]=[CH:6][C:5]([C:8]([OH:11])([CH3:10])[CH3:9])=[CH:4][N:3]=3)=[CH:28][CH:29]=2)[CH3:23])[CH2:17][CH2:16]1. The yield is 0.250.